This data is from Peptide-MHC class II binding affinity with 134,281 pairs from IEDB. The task is: Regression. Given a peptide amino acid sequence and an MHC pseudo amino acid sequence, predict their binding affinity value. This is MHC class II binding data. The peptide sequence is QVVLSSMINPLVMST. The MHC is DRB1_0101 with pseudo-sequence DRB1_0101. The binding affinity (normalized) is 1.00.